This data is from Full USPTO retrosynthesis dataset with 1.9M reactions from patents (1976-2016). The task is: Predict the reactants needed to synthesize the given product. Given the product [CH3:1][O:2][C:3]([C:4]1[CH:5]=[C:6]2[C:7]([CH:11]=[N:14][NH:12]2)=[C:8]([I:10])[CH:9]=1)=[O:13], predict the reactants needed to synthesize it. The reactants are: [CH3:1][O:2][C:3](=[O:13])[C:4]1[CH:9]=[C:8]([I:10])[C:7]([CH3:11])=[C:6]([NH2:12])[CH:5]=1.[N+:14]([O-])(OCCC(C)C)=O.